Dataset: Reaction yield outcomes from USPTO patents with 853,638 reactions. Task: Predict the reaction yield, written as a fraction of the theoretical maximum amount of product (1.0 means a 100% yield; for example, 0.34 means a 34% yield). (1) The reactants are S1([C:12]2[C:7](=[CH:8][CH:9]=[CH:10][CH:11]=2)[C:5](=O)[NH:4]1)(=O)=O.[C:13]([Mg]Br)#[C:14][CH3:15].C1C[O:21]CC1. The product is [CH3:15][C:14]1[O:21][C:10]2[CH:11]=[CH:12][C:7]([C:5]#[N:4])=[CH:8][C:9]=2[CH:13]=1. The catalyst is [Cl-].[Cl-].[Zn+2].C1C=CC([P]([Pd]([P](C2C=CC=CC=2)(C2C=CC=CC=2)C2C=CC=CC=2)([P](C2C=CC=CC=2)(C2C=CC=CC=2)C2C=CC=CC=2)[P](C2C=CC=CC=2)(C2C=CC=CC=2)C2C=CC=CC=2)(C2C=CC=CC=2)C2C=CC=CC=2)=CC=1.[Cu]I. The yield is 0.910. (2) The reactants are [CH3:1][C:2]1[CH:6]=[CH:5][O:4][CH:3]=1.[Li]CCCC.[CH2:12]([CH:14]([C:17]1[C:18]2[N:19]([C:24](I)=[C:25]([CH3:27])[N:26]=2)[N:20]=[C:21]([CH3:23])[CH:22]=1)[CH2:15][CH3:16])[CH3:13].Cl. The catalyst is [Cl-].[Cl-].[Zn+2].C1COCC1. The product is [N:19]1[CH:18]=[CH:17][CH:22]=[CH:21][N:20]=1.[CH2:12]([CH:14]([C:17]1[C:18]2[N:19]([C:24]([C:3]3[O:4][CH:5]=[CH:6][C:2]=3[CH3:1])=[C:25]([CH3:27])[N:26]=2)[N:20]=[C:21]([CH3:23])[CH:22]=1)[CH2:15][CH3:16])[CH3:13]. The yield is 0.430. (3) The reactants are [C:1](/[C:3](=[C:7](\OCC)/[CH3:8])/[C:4](=[S:6])[NH2:5])#[N:2].[NH3:12]. The catalyst is CO. The product is [NH2:12]/[C:7](/[CH3:8])=[C:3](\[C:1]#[N:2])/[C:4](=[S:6])[NH2:5]. The yield is 0.630. (4) The reactants are [CH3:1][C:2]1[C:10]2[C:5](=[N:6][CH:7]=[C:8]([CH:11]=[N:12][NH:13][C:14]([NH2:16])=[S:15])[CH:9]=2)[NH:4][N:3]=1.[C:17](OC(=O)C)(=[O:19])[CH3:18]. No catalyst specified. The product is [C:17]([NH:16][C:14](=[N:13]/[N:12]=[CH:11]/[C:8]1[CH:9]=[C:10]2[C:2]([CH3:1])=[N:3][NH:4][C:5]2=[N:6][CH:7]=1)[SH:15])(=[O:19])[CH3:18]. The yield is 1.00. (5) The reactants are C(=[C:8]1/[CH2:9][CH2:10][C:11]2[C:12]/1=[N:13][CH:14]=[C:15]([Br:17])[CH:16]=2)/C1C=CC=CC=1.C1(P(C2C=CC=CC=2)C2C=CC=CC=2)C=CC=CC=1.C[OH:38]. The catalyst is C(Cl)Cl. The product is [Br:17][C:15]1[CH:16]=[C:11]2[CH2:10][CH2:9][C:8](=[O:38])[C:12]2=[N:13][CH:14]=1. The yield is 0.960. (6) The reactants are [NH2:1][S:2]([N:5]([CH2:13][C@@H:14]1[CH2:18][C@@H:17]([O:19][C:20]2[CH:25]=[C:24]([NH:26][C@@H:27]3[C:35]4[C:30](=[CH:31][CH:32]=[CH:33][CH:34]=4)[CH2:29][C@@H:28]3[O:36][CH3:37])[N:23]=[CH:22][N:21]=2)[CH2:16][C@@H:15]1[OH:38])C(=O)OC(C)(C)C)(=[O:4])=[O:3].FC(F)(F)C(O)=O. The catalyst is C(Cl)Cl.C1(C)C=CC=CC=1. The product is [OH:38][C@H:15]1[CH2:16][C@H:17]([O:19][C:20]2[CH:25]=[C:24]([NH:26][C@@H:27]3[C:35]4[C:30](=[CH:31][CH:32]=[CH:33][CH:34]=4)[CH2:29][C@@H:28]3[O:36][CH3:37])[N:23]=[CH:22][N:21]=2)[CH2:18][C@H:14]1[CH2:13][NH:5][S:2]([NH2:1])(=[O:4])=[O:3]. The yield is 0.840. (7) The product is [Br:1][C:2]1[CH:3]=[CH:4][C:5]([C:11]([F:14])([F:13])[F:12])=[C:6]2[C:7]=1[CH:8]=[N:16][NH:17]2. The yield is 0.420. The reactants are [Br:1][C:2]1[C:7]([CH:8]=O)=[C:6](F)[C:5]([C:11]([F:14])([F:13])[F:12])=[CH:4][CH:3]=1.O.[NH2:16][NH2:17]. The catalyst is C(COC)OC.